Dataset: Full USPTO retrosynthesis dataset with 1.9M reactions from patents (1976-2016). Task: Predict the reactants needed to synthesize the given product. Given the product [C:1]([C:3]1[CH:4]=[CH:5][C:6]([NH:9][C:10]([N:12]2[C:21]3[C:16](=[CH:17][C:18]([CH:27]([F:28])[F:29])=[C:19]([CH:22]=[O:23])[N:20]=3)[CH2:15][CH2:14][CH2:13]2)=[O:11])=[N:7][CH:8]=1)#[N:2], predict the reactants needed to synthesize it. The reactants are: [C:1]([C:3]1[CH:4]=[CH:5][C:6]([NH:9][C:10]([N:12]2[C:21]3[C:16](=[CH:17][C:18]([CH:27]([F:29])[F:28])=[C:19]([CH:22](OC)[O:23]C)[N:20]=3)[CH2:15][CH2:14][CH2:13]2)=[O:11])=[N:7][CH:8]=1)#[N:2].Cl.C([O-])(O)=O.[Na+].